This data is from Reaction yield outcomes from USPTO patents with 853,638 reactions. The task is: Predict the reaction yield, written as a fraction of the theoretical maximum amount of product (1.0 means a 100% yield; for example, 0.34 means a 34% yield). (1) The reactants are [C:1]([O:5][C:6]([N:8]1[CH2:13][CH2:12][C:11]([CH2:16][CH2:17]OS(C)(=O)=O)([O:14][CH3:15])[CH2:10][CH2:9]1)=[O:7])([CH3:4])([CH3:3])[CH3:2].[CH3:23][NH:24][CH3:25]. The catalyst is CO. The product is [C:1]([O:5][C:6]([N:8]1[CH2:13][CH2:12][C:11]([CH2:16][CH2:17][N:24]([CH3:25])[CH3:23])([O:14][CH3:15])[CH2:10][CH2:9]1)=[O:7])([CH3:4])([CH3:3])[CH3:2]. The yield is 0.690. (2) The reactants are [CH3:1][O:2][C:3]1[CH:4]=[C:5]([CH:11]([CH:14]=O)[C:12]#[N:13])[CH:6]=[CH:7][C:8]=1[O:9][CH3:10].[NH2:16][NH2:17].[OH:18][C:19]1[CH:26]=[CH:25][C:22]([CH:23]=O)=[CH:21][CH:20]=1.[F:27][C:28]([F:33])([F:32])[C:29]([OH:31])=[O:30]. The catalyst is C(O)C. The product is [F:27][C:28]([F:33])([F:32])[C:29]([OH:31])=[O:30].[CH3:10][O:9][C:8]1[C:3]([O:2][CH3:1])=[CH:4][C:5]2[C:11]3[CH:14]=[N:17][NH:16][C:12]=3[N:13]=[C:23]([C:22]3[CH:25]=[CH:26][C:19]([OH:18])=[CH:20][CH:21]=3)[C:6]=2[CH:7]=1. The yield is 0.310.